From a dataset of CYP2C9 inhibition data for predicting drug metabolism from PubChem BioAssay. Regression/Classification. Given a drug SMILES string, predict its absorption, distribution, metabolism, or excretion properties. Task type varies by dataset: regression for continuous measurements (e.g., permeability, clearance, half-life) or binary classification for categorical outcomes (e.g., BBB penetration, CYP inhibition). Dataset: cyp2c9_veith. (1) The molecule is COc1ccccc1CN1CC[C@@]2(CCCN(C(=O)c3cccn3C)C2)C1. The result is 0 (non-inhibitor). (2) The molecule is O=C(OCc1nc2ccccc2s1)c1ccc(Br)s1. The result is 1 (inhibitor). (3) The result is 0 (non-inhibitor). The molecule is COc1ccc(C)cc1NC(=O)CSc1nnc(-c2ccc(OC)c(OC)c2)n1N. (4) The drug is NCCCC(=O)O. The result is 0 (non-inhibitor). (5) The molecule is c1cncc(-c2cc(-c3cc(-c4cccnc4)n[nH]3)[nH]n2)c1. The result is 0 (non-inhibitor). (6) The compound is CNc1ccnc(-c2ccccc2C(F)(F)F)n1. The result is 0 (non-inhibitor). (7) The result is 1 (inhibitor). The drug is NC(=O)[C@H](Cc1cc2ccccc2s1)NC(=O)[C@@H]1CC2(CC(c3cccc(NC(=O)[C@@H]4CCC(=O)N4)c3)=NO2)CN1C(=O)/C=C/c1c(F)cccc1Cl. (8) The molecule is CCN(CC)Cc1c(O)ccc2c(=O)c(Oc3ccccc3OC)coc12. The result is 1 (inhibitor). (9) The result is 0 (non-inhibitor). The compound is COc1ccc(-n2c(=O)c(C)nc3cnc(OC)nc32)cc1. (10) The molecule is CN(C)c1ccc(N=C/C=C2\N(C)c3ccccc3C2(C)C)cc1. The result is 0 (non-inhibitor).